From a dataset of Forward reaction prediction with 1.9M reactions from USPTO patents (1976-2016). Predict the product of the given reaction. (1) Given the reactants Cl.C(OC([NH:9][C:10]1([C:40]([O:42][CH3:43])=[O:41])[CH2:15][CH2:14][N:13]([C:16]([C:18]2[CH:19]=[N:20][N:21]3[CH:26]=[CH:25][C:24]([N:27]4[CH2:31][CH2:30][CH2:29][C@@H:28]4[C:32]4[CH:37]=[C:36]([F:38])[CH:35]=[CH:34][C:33]=4[F:39])=[CH:23][C:22]=23)=[O:17])[CH2:12][CH2:11]1)=O)(C)(C)C, predict the reaction product. The product is: [NH2:9][C:10]1([C:40]([O:42][CH3:43])=[O:41])[CH2:11][CH2:12][N:13]([C:16]([C:18]2[CH:19]=[N:20][N:21]3[CH:26]=[CH:25][C:24]([N:27]4[CH2:31][CH2:30][CH2:29][C@@H:28]4[C:32]4[CH:37]=[C:36]([F:38])[CH:35]=[CH:34][C:33]=4[F:39])=[CH:23][C:22]=23)=[O:17])[CH2:14][CH2:15]1. (2) Given the reactants [Cl:1][C:2]1[CH:7]=[CH:6][C:5]([CH:8]([C:25]2[CH:30]=[CH:29][C:28]([Cl:31])=[CH:27][CH:26]=2)[C:9]2[CH:10]=[C:11]3[C:16](=[CH:17][CH:18]=2)[N:15]=[N:14][CH:13]=[C:12]3[NH:19][CH:20]2[CH2:24][CH2:23][NH:22][CH2:21]2)=[CH:4][CH:3]=1.CN(C)C=O.C(=O)([O-])[O-].[K+].[K+].Br[CH2:44][C:45]1[CH:50]=[CH:49][CH:48]=[CH:47][CH:46]=1, predict the reaction product. The product is: [CH2:44]([N:22]1[CH2:23][CH2:24][CH:20]([NH:19][C:12]2[C:11]3[C:16](=[CH:17][CH:18]=[C:9]([CH:8]([C:25]4[CH:26]=[CH:27][C:28]([Cl:31])=[CH:29][CH:30]=4)[C:5]4[CH:6]=[CH:7][C:2]([Cl:1])=[CH:3][CH:4]=4)[CH:10]=3)[N:15]=[N:14][CH:13]=2)[CH2:21]1)[C:45]1[CH:50]=[CH:49][CH:48]=[CH:47][CH:46]=1. (3) Given the reactants [F:1][C:2]1[CH:9]=[CH:8][C:5]([CH:6]=O)=[CH:4][CH:3]=1.[NH2:10][C:11]1[CH:12]=[C:13]([CH2:19][OH:20])[CH:14]=[C:15]([O:17][CH3:18])[CH:16]=1, predict the reaction product. The product is: [F:1][C:2]1[CH:9]=[CH:8][C:5]([CH:6]=[N:10][C:11]2[CH:12]=[C:13]([CH2:19][OH:20])[CH:14]=[C:15]([O:17][CH3:18])[CH:16]=2)=[CH:4][CH:3]=1. (4) Given the reactants [Cl-:1].[NH4+].O.[N+:4]([C:7]1[CH:12]=[CH:11][C:10]([NH:13][CH2:14][CH2:15][S:16]([NH:19][CH2:20][CH:21]2[CH2:25][CH2:24][CH2:23][O:22]2)(=[O:18])=[O:17])=[CH:9][CH:8]=1)([O-])=O, predict the reaction product. The product is: [ClH:1].[ClH:1].[NH2:4][C:7]1[CH:12]=[CH:11][C:10]([NH:13][CH2:14][CH2:15][S:16]([NH:19][CH2:20][CH:21]2[CH2:25][CH2:24][CH2:23][O:22]2)(=[O:18])=[O:17])=[CH:9][CH:8]=1. (5) Given the reactants [CH2:1]([O:8][C:9]1[CH:14]=[CH:13][C:12]([CH2:15][C@H:16]([NH:20][C:21]([O:23][C:24]([CH3:27])([CH3:26])[CH3:25])=[O:22])[C:17]([OH:19])=[O:18])=[CH:11][CH:10]=1)[C:2]1[CH:7]=[CH:6][CH:5]=[CH:4][CH:3]=1.[CH:28]1(O)[CH2:32][CH2:31][CH2:30][CH2:29]1.CCN=C=NCCCN(C)C.Cl.O, predict the reaction product. The product is: [CH:28]1([O:18][C:17](=[O:19])[C@@H:16]([NH:20][C:21]([O:23][C:24]([CH3:27])([CH3:26])[CH3:25])=[O:22])[CH2:15][C:12]2[CH:13]=[CH:14][C:9]([O:8][CH2:1][C:2]3[CH:3]=[CH:4][CH:5]=[CH:6][CH:7]=3)=[CH:10][CH:11]=2)[CH2:32][CH2:31][CH2:30][CH2:29]1.